This data is from Catalyst prediction with 721,799 reactions and 888 catalyst types from USPTO. The task is: Predict which catalyst facilitates the given reaction. (1) Reactant: [CH3:1][N:2]1[CH:10]=[C:9]2[C:4]([CH:5]=[CH:6][C:7]3[CH2:13][CH2:12][C@@H:11]([CH2:14][CH2:15][NH:16][C:17](=[O:19])[CH3:18])[C:8]=32)=[N:3]1.[Xe](F)[F:21]. Product: [F:21][C:10]1[N:2]([CH3:1])[N:3]=[C:4]2[C:9]=1[C:8]1[C@H:11]([CH2:14][CH2:15][NH:16][C:17](=[O:19])[CH3:18])[CH2:12][CH2:13][C:7]=1[CH:6]=[CH:5]2. The catalyst class is: 115. (2) Reactant: CC(C)([O-])C.[K+].[F:7][C:8]1[CH:9]=[C:10]([CH2:14][C:15]#[N:16])[CH:11]=[CH:12][CH:13]=1.Cl[CH2:18][CH2:19][O:20][CH2:21][CH2:22]Cl. Product: [F:7][C:8]1[CH:9]=[C:10]([C:14]2([C:15]#[N:16])[CH2:22][CH2:21][O:20][CH2:19][CH2:18]2)[CH:11]=[CH:12][CH:13]=1. The catalyst class is: 3. (3) Reactant: CN(C)C=O.[Br:6][C:7]1[CH:12]=[CH:11][CH:10]=[C:9]([O:13][CH2:14][O:15][CH3:16])[C:8]=1[OH:17].C(=O)([O-])[O-].[K+].[K+].[CH:24]1([CH2:27]Br)[CH2:26][CH2:25]1. Product: [Br:6][C:7]1[CH:12]=[CH:11][CH:10]=[C:9]([O:13][CH2:14][O:15][CH3:16])[C:8]=1[O:17][CH2:27][CH:24]1[CH2:26][CH2:25]1. The catalyst class is: 6. (4) Reactant: [Cl:1][C:2]1[C:7]([C:8](OCC)=[O:9])=[CH:6][N:5]=[C:4]([Cl:13])[C:3]=1[CH3:14].[H-].C([Al+]CC(C)C)C(C)C. Product: [Cl:1][C:2]1[C:3]([CH3:14])=[C:4]([Cl:13])[N:5]=[CH:6][C:7]=1[CH2:8][OH:9]. The catalyst class is: 2. (5) Reactant: [F:1][C:2]([F:7])([F:6])[CH2:3][CH:4]=[O:5].S([O-])(O)(=O)=O.[Na+].[C-:14]#[N:15].[K+]. Product: [F:1][C:2]([F:7])([F:6])[CH2:3][CH:4]([OH:5])[C:14]#[N:15]. The catalyst class is: 6. (6) Reactant: CO[C:3]([C:5]1[NH:6][N:7]=[C:8]([O:10][CH2:11][C:12]2[C:13]([C:18]3[CH:23]=[CH:22][CH:21]=[CH:20][CH:19]=3)=[N:14][O:15][C:16]=2[CH3:17])[CH:9]=1)=[O:4].[CH2:24]([CH2:26][NH2:27])[OH:25].N12CCCNC1=NCCC2. Product: [OH:25][CH2:24][CH2:26][NH:27][C:3]([C:5]1[NH:6][N:7]=[C:8]([O:10][CH2:11][C:12]2[C:13]([C:18]3[CH:19]=[CH:20][CH:21]=[CH:22][CH:23]=3)=[N:14][O:15][C:16]=2[CH3:17])[CH:9]=1)=[O:4]. The catalyst class is: 11.